Dataset: Peptide-MHC class I binding affinity with 185,985 pairs from IEDB/IMGT. Task: Regression. Given a peptide amino acid sequence and an MHC pseudo amino acid sequence, predict their binding affinity value. This is MHC class I binding data. (1) The peptide sequence is YYHTLDESF. The MHC is HLA-A23:01 with pseudo-sequence HLA-A23:01. The binding affinity (normalized) is 0.807. (2) The MHC is HLA-A31:01 with pseudo-sequence HLA-A31:01. The binding affinity (normalized) is 0. The peptide sequence is FPRIWLHGL. (3) The peptide sequence is HMYISKKAK. The MHC is HLA-B44:02 with pseudo-sequence HLA-B44:02. The binding affinity (normalized) is 0. (4) The peptide sequence is LLLTLLATV. The MHC is HLA-A02:01 with pseudo-sequence HLA-A02:01. The binding affinity (normalized) is 0.786. (5) The peptide sequence is RPKSNIVLL. The MHC is HLA-B07:02 with pseudo-sequence HLA-B07:02. The binding affinity (normalized) is 0.510.